Dataset: Full USPTO retrosynthesis dataset with 1.9M reactions from patents (1976-2016). Task: Predict the reactants needed to synthesize the given product. (1) Given the product [NH2:7][C:8]1[S:9][C:10](=[CH:14][C:15]2[CH:24]=[CH:23][C:22]3[C:17](=[CH:18][CH:19]=[CH:20][N:21]=3)[N:16]=2)[C:11](=[O:13])[N:12]=1, predict the reactants needed to synthesize it. The reactants are: C(OC(=O)[NH:7][C:8]1[S:9][C:10](=[CH:14][C:15]2[CH:24]=[CH:23][C:22]3[C:17](=[CH:18][CH:19]=[CH:20][N:21]=3)[N:16]=2)[C:11](=[O:13])[N:12]=1)(C)(C)C. (2) Given the product [C:10]([CH:9]([S:8][C:4]1[CH:3]=[C:2]([C:23]2[CH:24]=[CH:25][C:20]([C:17]([OH:19])=[O:18])=[CH:21][CH:22]=2)[CH:7]=[CH:6][CH:5]=1)[CH3:13])(=[O:11])[NH2:12], predict the reactants needed to synthesize it. The reactants are: Br[C:2]1[CH:3]=[C:4]([S:8][CH:9]([CH3:13])[C:10]([NH2:12])=[O:11])[CH:5]=[CH:6][CH:7]=1.CNC.[C:17]([C:20]1[CH:25]=[CH:24][C:23](B(O)O)=[CH:22][CH:21]=1)([OH:19])=[O:18].C(=O)([O-])[O-].[K+].[K+]. (3) Given the product [O:7]1[C:11]2[CH:12]=[CH:13][CH:14]=[CH:15][C:10]=2[CH:9]=[C:8]1[CH2:16][OH:17], predict the reactants needed to synthesize it. The reactants are: [H-].[Al+3].[Li+].[H-].[H-].[H-].[O:7]1[C:11]2[CH:12]=[CH:13][CH:14]=[CH:15][C:10]=2[CH:9]=[C:8]1[C:16](O)=[O:17].O. (4) Given the product [NH:10]1[CH2:11][CH2:12][CH:7]([C@H:5]2[CH2:6][C@H:4]2[CH2:3][CH2:2][OH:1])[CH2:8][CH2:9]1, predict the reactants needed to synthesize it. The reactants are: [OH:1][CH2:2][CH2:3][C@@H:4]1[CH2:6][C@@H:5]1[CH:7]1[CH2:12][CH2:11][N:10](C(OCC2C=CC=CC=2)=O)[CH2:9][CH2:8]1.[H][H]. (5) Given the product [C:1]([O:5][C:6]([N:8]1[CH2:12][C@@H:11]([CH2:13][N:14]([CH3:15])[C:56]([CH:54]2[C:53]3[C:48](=[CH:49][CH:50]=[CH:51][CH:52]=3)[NH:47][C:46](=[O:45])[CH2:55]2)=[O:58])[C@H:10]([CH2:16][CH:17]2[CH2:18][CH2:19][CH2:20][CH2:21][CH2:22]2)[CH2:9]1)=[O:7])([CH3:4])([CH3:2])[CH3:3], predict the reactants needed to synthesize it. The reactants are: [C:1]([O:5][C:6]([N:8]1[CH2:12][C@@H:11]([CH2:13][NH:14][CH3:15])[C@H:10]([CH2:16][CH:17]2[CH2:22][CH2:21][CH2:20][CH2:19][CH2:18]2)[CH2:9]1)=[O:7])([CH3:4])([CH3:3])[CH3:2].C1N(P(Cl)(N2C(=O)OCC2)=O)C(=O)OC1.CCN(CC)CC.[O:45]=[C:46]1[CH2:55][CH:54]([C:56]([OH:58])=O)[C:53]2[C:48](=[CH:49][CH:50]=[CH:51][CH:52]=2)[NH:47]1. (6) Given the product [CH2:43]([C:2]1[C:10]2[C:5](=[CH:6][CH:7]=[CH:8][C:9]=2[NH:11][C:12]([C:14]2[N:18]3[CH:19]=[CH:20][CH:21]=[CH:22][C:17]3=[N:16][CH:15]=2)=[O:13])[N:4]([CH2:23][C:24]2[CH:25]=[N:26][N:27]([CH2:29][C:30]3[CH:35]=[CH:34][C:33]([O:36][CH3:37])=[CH:32][CH:31]=3)[CH:28]=2)[N:3]=1)[CH3:44], predict the reactants needed to synthesize it. The reactants are: I[C:2]1[C:10]2[C:5](=[CH:6][CH:7]=[CH:8][C:9]=2[NH:11][C:12]([C:14]2[N:18]3[CH:19]=[CH:20][CH:21]=[CH:22][C:17]3=[N:16][CH:15]=2)=[O:13])[N:4]([CH2:23][C:24]2[CH:25]=[N:26][N:27]([CH2:29][C:30]3[CH:35]=[CH:34][C:33]([O:36][CH3:37])=[CH:32][CH:31]=3)[CH:28]=2)[N:3]=1.B(O)(O)O.F[C:43]([K])=[C:44](F)F.C(N(CC)CC)C.CO. (7) Given the product [CH3:31][O:32][C:33](=[O:42])[CH:34]([P:36]([O:38][CH3:39])([O:40][CH3:41])=[O:37])[NH:35][C:13](=[O:15])[C:12]1[CH:16]=[CH:17][C:18]([CH:20]([OH:30])[CH2:21][CH2:22][C:23]2[CH:28]=[CH:27][CH:26]=[C:25]([OH:29])[CH:24]=2)=[CH:19][C:11]=1[Cl:10], predict the reactants needed to synthesize it. The reactants are: C(N(C(C)C)CC)(C)C.[Cl:10][C:11]1[CH:19]=[C:18]([CH:20]([OH:30])[CH2:21][CH2:22][C:23]2[CH:28]=[CH:27][CH:26]=[C:25]([OH:29])[CH:24]=2)[CH:17]=[CH:16][C:12]=1[C:13]([OH:15])=O.[CH3:31][O:32][C:33](=[O:42])[CH:34]([P:36]([O:40][CH3:41])([O:38][CH3:39])=[O:37])[NH2:35].COC(=O)C(P(OC)(OC)=O)NC(OCC1C=CC=CC=1)=O.F[P-](F)(F)(F)(F)F.N1(OC(N(C)C)=[N+](C)C)C2C=CC=CC=2N=N1.ON1C2C=CC=CC=2N=N1.